Dataset: Catalyst prediction with 721,799 reactions and 888 catalyst types from USPTO. Task: Predict which catalyst facilitates the given reaction. (1) Reactant: [Br:1][C:2]1[CH:10]=[CH:9][CH:8]=[C:7]2[C:3]=1[C:4]([CH3:17])=[C:5]([C:11]1[CH:16]=[CH:15][CH:14]=[CH:13][CH:12]=1)[NH:6]2.[CH2:18](Br)[C:19]1[CH:24]=[CH:23][CH:22]=[CH:21][CH:20]=1. The catalyst class is: 3. Product: [CH2:18]([N:6]1[C:7]2[C:3](=[C:2]([Br:1])[CH:10]=[CH:9][CH:8]=2)[C:4]([CH3:17])=[C:5]1[C:11]1[CH:12]=[CH:13][CH:14]=[CH:15][CH:16]=1)[C:19]1[CH:24]=[CH:23][CH:22]=[CH:21][CH:20]=1. (2) Reactant: [C:1]([O:5][C:6]([N:8]1[CH2:15][CH:14]2[N:16]([C:17]([O:19][C:20]([CH3:23])([CH3:22])[CH3:21])=[O:18])[CH:10]([CH2:11][C:12]([C:27]3[S:31][C:30]([CH2:32][O:33][CH2:34][CH2:35][O:36][Si:37]([C:40]([CH3:43])([CH3:42])[CH3:41])([CH3:39])[CH3:38])=[N:29][CH:28]=3)=[C:13]2[C:24](O)=[O:25])[CH2:9]1)=[O:7])([CH3:4])([CH3:3])[CH3:2].CCN=C=NCCCN(C)C.Cl.C1C=CC2N(O)N=NC=2C=1.CCN(C(C)C)C(C)C.[CH:75]1([NH:78][CH2:79][C:80]2[CH:85]=[CH:84][CH:83]=[C:82]([O:86][CH3:87])[C:81]=2[CH3:88])[CH2:77][CH2:76]1. Product: [C:1]([O:5][C:6]([N:8]1[CH2:15][CH:14]2[N:16]([C:17]([O:19][C:20]([CH3:23])([CH3:22])[CH3:21])=[O:18])[CH:10]([CH2:11][C:12]([C:27]3[S:31][C:30]([CH2:32][O:33][CH2:34][CH2:35][O:36][Si:37]([C:40]([CH3:43])([CH3:42])[CH3:41])([CH3:39])[CH3:38])=[N:29][CH:28]=3)=[C:13]2[C:24](=[O:25])[N:78]([CH:75]2[CH2:77][CH2:76]2)[CH2:79][C:80]2[CH:85]=[CH:84][CH:83]=[C:82]([O:86][CH3:87])[C:81]=2[CH3:88])[CH2:9]1)=[O:7])([CH3:2])([CH3:3])[CH3:4]. The catalyst class is: 64.